Dataset: Catalyst prediction with 721,799 reactions and 888 catalyst types from USPTO. Task: Predict which catalyst facilitates the given reaction. (1) Reactant: [O:1]1[CH2:3][C@@H:2]1[CH2:4][N:5]1[C:13](=[O:14])[C:12]2[C:7](=[CH:8][CH:9]=[CH:10][CH:11]=2)[C:6]1=[O:15].OC(C)(C)[C:18]#[N:19].O. Product: [O:15]=[C:6]1[C:7]2[C:12](=[CH:11][CH:10]=[CH:9][CH:8]=2)[C:13](=[O:14])[N:5]1[CH2:4][C@@H:2]([OH:1])[CH2:3][C:18]#[N:19]. The catalyst class is: 1. (2) Reactant: O.O.[Sn](Cl)Cl.[Br:6][C:7]1[C:8]([F:19])=[C:9]2[C:15]([N+:16]([O-])=O)=[CH:14][NH:13][C:10]2=[N:11][CH:12]=1. Product: [Br:6][C:7]1[C:8]([F:19])=[C:9]2[C:15]([NH2:16])=[CH:14][NH:13][C:10]2=[N:11][CH:12]=1. The catalyst class is: 33. (3) Reactant: Br[C:2]1[CH:10]=[CH:9][CH:8]=[C:7]2[C:3]=1[CH2:4][CH2:5][CH:6]2[O:11][Si:12]([C:15]([CH3:18])([CH3:17])[CH3:16])([CH3:14])[CH3:13].[CH3:19][C:20]1([CH3:36])[C:24]([CH3:26])([CH3:25])[O:23][B:22]([B:22]2[O:23][C:24]([CH3:26])([CH3:25])[C:20]([CH3:36])([CH3:19])[O:21]2)[O:21]1.C([O-])(=O)C.[K+].N#N. Product: [C:15]([Si:12]([CH3:14])([CH3:13])[O:11][CH:6]1[C:7]2[C:3](=[C:2]([B:22]3[O:23][C:24]([CH3:26])([CH3:25])[C:20]([CH3:36])([CH3:19])[O:21]3)[CH:10]=[CH:9][CH:8]=2)[CH2:4][CH2:5]1)([CH3:18])([CH3:17])[CH3:16]. The catalyst class is: 368. (4) The catalyst class is: 6. Product: [I:6][C:7]1[CH:15]=[CH:14][C:10]([C:11]([N:3]([O:4][CH3:5])[CH3:2])=[O:12])=[CH:9][CH:8]=1. Reactant: Cl.[CH3:2][NH:3][O:4][CH3:5].[I:6][C:7]1[CH:15]=[CH:14][C:10]([C:11](Cl)=[O:12])=[CH:9][CH:8]=1.C1(C)C=CC=CC=1.C(=O)([O-])[O-].[Na+].[Na+]. (5) Reactant: C([N:8]([CH2:16][C:17]1[CH:25]=[CH:24][C:20]([C:21]([OH:23])=O)=[CH:19][CH:18]=1)[CH2:9][C:10]1[CH:15]=[CH:14][CH:13]=[CH:12][CH:11]=1)C1C=CC=CC=1.Cl.CN(C)CCCN=C=NCC.O.O[N:40]1[C:44]2[CH:45]=[CH:46][CH:47]=[CH:48][C:43]=2N=[N:41]1.C(N)C1C=CC=CC=1.C(N(CC)CC)C. Product: [CH2:9]([NH:8][CH2:16][C:17]1[CH:18]=[CH:19][C:20]([C:21]([NH:41][NH:40][C:44]2[CH:45]=[CH:46][CH:47]=[CH:48][CH:43]=2)=[O:23])=[CH:24][CH:25]=1)[C:10]1[CH:11]=[CH:12][CH:13]=[CH:14][CH:15]=1. The catalyst class is: 121.